From a dataset of Reaction yield outcomes from USPTO patents with 853,638 reactions. Predict the reaction yield, written as a fraction of the theoretical maximum amount of product (1.0 means a 100% yield; for example, 0.34 means a 34% yield). (1) The reactants are [CH3:1][C:2]([O:5][C:6]([N:8]1[C@H:12]([C:13]([OH:15])=[O:14])[CH2:11][CH:10]([OH:16])[CH2:9]1)=[O:7])([CH3:4])[CH3:3].[CH2:17]([O:24][C:25]1[CH:30]=[CH:29][CH:28]=[C:27](F)[N:26]=1)[C:18]1[CH:23]=[CH:22][CH:21]=[CH:20][CH:19]=1.CC(C)([O-])C.[K+].S(=O)(=O)(O)[O-].[K+]. The catalyst is CS(C)=O. The product is [CH2:17]([O:24][C:25]1[N:26]=[C:27]([O:16][C@H:10]2[CH2:9][N:8]([C:6]([O:5][C:2]([CH3:1])([CH3:3])[CH3:4])=[O:7])[C@H:12]([C:13]([OH:15])=[O:14])[CH2:11]2)[CH:28]=[CH:29][CH:30]=1)[C:18]1[CH:19]=[CH:20][CH:21]=[CH:22][CH:23]=1. The yield is 1.00. (2) The reactants are [CH3:1][O:2][C:3](=[O:17])[CH2:4][CH:5]([NH:9][C:10]1[CH:15]=[CH:14][CH:13]=[CH:12][C:11]=1[NH2:16])[CH2:6][O:7][CH3:8].Cl.O.C1C[O:23][CH2:22]C1. No catalyst specified. The product is [CH3:1][O:2][C:3](=[O:17])[CH2:4][CH:5]([N:9]1[C:10]2[CH:15]=[CH:14][CH:13]=[CH:12][C:11]=2[NH:16][C:22]1=[O:23])[CH2:6][O:7][CH3:8]. The yield is 0.580.